Dataset: Full USPTO retrosynthesis dataset with 1.9M reactions from patents (1976-2016). Task: Predict the reactants needed to synthesize the given product. (1) Given the product [CH2:31](/[C:11](/[C:10]1[CH:16]=[CH:17][C:18]([O:19][CH2:20][CH3:21])=[C:8]([O:7][CH2:5][CH3:6])[CH:9]=1)=[CH:1]/[CH3:2])[CH3:32], predict the reactants needed to synthesize it. The reactants are: [CH2:1]([Mg]Br)[CH3:2].[CH2:5]([O:7][C:8]1[CH:9]=[C:10]([CH:16]=[CH:17][C:18]=1[O:19][CH2:20][CH3:21])[C:11](OCC)=O)[CH3:6].[Cl-].[NH4+].S(=O)(=O)(O)O.[OH-].[Na+].[CH3:31][CH2:32]OCC. (2) Given the product [CH3:13][S:14][C:15]1[CH:21]=[CH:20][C:18]([NH:19][C:7](=[NH:8])[C:6]2[CH:9]=[CH:10][C:3]([C:2]([F:1])([F:11])[F:12])=[CH:4][CH:5]=2)=[CH:17][CH:16]=1, predict the reactants needed to synthesize it. The reactants are: [F:1][C:2]([F:12])([F:11])[C:3]1[CH:10]=[CH:9][C:6]([C:7]#[N:8])=[CH:5][CH:4]=1.[CH3:13][S:14][C:15]1[CH:21]=[CH:20][C:18]([NH2:19])=[CH:17][CH:16]=1. (3) Given the product [CH3:8][C:7]1[N:6]=[C:5]([C:9]([O:11][CH3:12])=[O:10])[CH:4]=[N:3][C:2]=1[O:16][CH2:15][C:14]([F:18])([F:17])[F:13], predict the reactants needed to synthesize it. The reactants are: Cl[C:2]1[N:3]=[CH:4][C:5]([C:9]([O:11][CH3:12])=[O:10])=[N:6][C:7]=1[CH3:8].[F:13][C:14]([F:18])([F:17])[CH2:15][OH:16].C(=O)([O-])[O-].[K+].[K+]. (4) Given the product [OH:21][CH2:20][C:15]1[C:14]2[C:18](=[CH:19][C:11]([C:9]([N:3]3[CH2:8][CH2:7][O:6][CH2:5][CH2:4]3)=[O:10])=[CH:12][CH:13]=2)[NH:17][CH:16]=1, predict the reactants needed to synthesize it. The reactants are: [BH4-].[Na+].[N:3]1([C:9]([C:11]2[CH:19]=[C:18]3[C:14]([C:15]([CH:20]=[O:21])=[CH:16][NH:17]3)=[CH:13][CH:12]=2)=[O:10])[CH2:8][CH2:7][O:6][CH2:5][CH2:4]1.